Regression. Given a peptide amino acid sequence and an MHC pseudo amino acid sequence, predict their binding affinity value. This is MHC class I binding data. From a dataset of Peptide-MHC class I binding affinity with 185,985 pairs from IEDB/IMGT. (1) The peptide sequence is WMGYELWPTKW. The MHC is Mamu-A11 with pseudo-sequence Mamu-A11. The binding affinity (normalized) is 0. (2) The peptide sequence is RRYDKLMSF. The MHC is HLA-B35:01 with pseudo-sequence HLA-B35:01. The binding affinity (normalized) is 0.0847.